This data is from Peptide-MHC class I binding affinity with 185,985 pairs from IEDB/IMGT. The task is: Regression. Given a peptide amino acid sequence and an MHC pseudo amino acid sequence, predict their binding affinity value. This is MHC class I binding data. The peptide sequence is REHNGNEI. The MHC is H-2-Kk with pseudo-sequence H-2-Kk. The binding affinity (normalized) is 0.353.